Predict the reactants needed to synthesize the given product. From a dataset of Full USPTO retrosynthesis dataset with 1.9M reactions from patents (1976-2016). (1) The reactants are: [Cl:1][C:2]1[CH:10]=[CH:9][C:5]([C:6](O)=[O:7])=[CH:4][C:3]=1[CH:11]([CH3:30])[C:12]([OH:29])([C:17]1[CH:18]=[CH:19][C:20]2[O:25][CH2:24][C:23](=[O:26])[N:22]([CH3:27])[C:21]=2[CH:28]=1)[C:13]([F:16])([F:15])[F:14].Cl.C[O:33][C:34](=[O:39])[CH2:35][CH2:36][CH2:37][NH2:38]. Given the product [Cl:1][C:2]1[CH:10]=[CH:9][C:5]([C:6]([NH:38][CH2:37][CH2:36][CH2:35][C:34]([OH:33])=[O:39])=[O:7])=[CH:4][C:3]=1[CH:11]([CH3:30])[C:12]([OH:29])([C:17]1[CH:18]=[CH:19][C:20]2[O:25][CH2:24][C:23](=[O:26])[N:22]([CH3:27])[C:21]=2[CH:28]=1)[C:13]([F:14])([F:15])[F:16], predict the reactants needed to synthesize it. (2) Given the product [Cl:28][C:22]1[C:23]([O:25][CH2:26][CH3:27])=[CH:24][C:19]2[O:18][CH:17]([C:29]([N:31]3[CH2:32][CH2:33][C:34]([CH2:37][C:38]4[CH:39]=[CH:40][C:41]([F:44])=[CH:42][CH:43]=4)([C:45]#[N:46])[CH2:35][CH2:36]3)=[O:30])[CH2:16][NH:15][C:20]=2[CH:21]=1, predict the reactants needed to synthesize it. The reactants are: FC(F)(F)C(O)=O.C(OC([N:15]1[C:20]2[CH:21]=[C:22]([Cl:28])[C:23]([O:25][CH2:26][CH3:27])=[CH:24][C:19]=2[O:18][CH:17]([C:29]([N:31]2[CH2:36][CH2:35][C:34]([C:45]#[N:46])([CH2:37][C:38]3[CH:43]=[CH:42][C:41]([F:44])=[CH:40][CH:39]=3)[CH2:33][CH2:32]2)=[O:30])[CH2:16]1)=O)(C)(C)C. (3) Given the product [CH3:38][O:37][C:34]1[CH:33]=[CH:32][C:31]([CH2:30][N:8]([CH2:7][C:6]2[CH:5]=[CH:4][C:3]([O:2][CH3:1])=[CH:40][CH:39]=2)[C:9]2[N:10]=[C:11]([O:27][CH2:28][CH3:29])[C:12]([S:18][C:19]3[N:20]=[C:21]([NH:26][C:3](=[O:2])[CH3:4])[CH:22]=[C:23]([NH:25][C:13](=[O:15])[CH3:12])[N:24]=3)=[C:13]([O:15][CH2:16][CH3:17])[N:14]=2)=[CH:36][CH:35]=1, predict the reactants needed to synthesize it. The reactants are: [CH3:1][O:2][C:3]1[CH:40]=[CH:39][C:6]([CH2:7][N:8]([CH2:30][C:31]2[CH:36]=[CH:35][C:34]([O:37][CH3:38])=[CH:33][CH:32]=2)[C:9]2[N:14]=[C:13]([O:15][CH2:16][CH3:17])[C:12]([S:18][C:19]3[N:24]=[C:23]([NH2:25])[CH:22]=[C:21]([NH2:26])[N:20]=3)=[C:11]([O:27][CH2:28][CH3:29])[N:10]=2)=[CH:5][CH:4]=1. (4) Given the product [F:1][C:2]1[CH:3]=[CH:4][C:5]([N:8]2[C:12]3[N:13]=[C:14]4[CH2:15][CH2:16][CH2:17][C:18](=[O:23])[CH2:21][C:19]4=[CH:20][C:11]=3[CH:10]=[N:9]2)=[CH:6][CH:7]=1, predict the reactants needed to synthesize it. The reactants are: [F:1][C:2]1[CH:7]=[CH:6][C:5]([N:8]2[C:12]3=[N:13][C:14]4[CH2:15][CH2:16][CH2:17][C:18](=[CH2:21])[C:19]=4[CH:20]=[C:11]3[CH:10]=[N:9]2)=[CH:4][CH:3]=1.O.[OH:23]I(C1C=CC=CC=1)OS(C1C=CC(C)=CC=1)(=O)=O.FC1C=CC(N2C3=NC4CCCC(=C)C=4C=C3C(=O)N2)=CC=1. (5) Given the product [Si:23]([O:4][CH2:3][CH:2]([C:5]1[CH:10]=[CH:9][C:8]([I:11])=[CH:7][CH:6]=1)[NH2:1])([C:19]([CH3:22])([CH3:21])[CH3:20])([CH3:26])[CH3:25], predict the reactants needed to synthesize it. The reactants are: [NH2:1][CH:2]([C:5]1[CH:10]=[CH:9][C:8]([I:11])=[CH:7][CH:6]=1)[CH2:3][OH:4].C(N(CC)CC)C.[C:19]([Si:23]([CH3:26])([CH3:25])Cl)([CH3:22])([CH3:21])[CH3:20]. (6) Given the product [Cl:14][C:15]1[N:19]2[CH2:20][CH2:21][N:22]([C:11]([C:9]3[CH:10]=[C:5]4[N:4]=[CH:3][C:2]([Br:1])=[CH:7][N:6]4[N:8]=3)=[O:13])[CH:23]([CH3:24])[C:18]2=[CH:17][CH:16]=1, predict the reactants needed to synthesize it. The reactants are: [Br:1][C:2]1[CH:3]=[N:4][C:5]2[N:6]([N:8]=[C:9]([C:11]([OH:13])=O)[CH:10]=2)[CH:7]=1.[Cl:14][C:15]1[N:19]2[CH2:20][CH2:21][NH:22][CH:23]([CH3:24])[C:18]2=[CH:17][CH:16]=1. (7) Given the product [Cl:1][CH2:2][C:3]([NH:22][C:14]12[CH2:15][CH:16]3[CH2:17][CH:18]([CH2:19][C:12]([C:6]4[CH:7]=[CH:8][CH:9]=[CH:10][CH:11]=4)([CH2:21]3)[CH2:13]1)[CH2:20]2)=[O:4], predict the reactants needed to synthesize it. The reactants are: [Cl:1][CH2:2][C:3](Cl)=[O:4].[C:6]1([C:12]23[CH2:21][CH:16]4[CH2:17][CH:18]([CH2:20][C:14]([NH2:22])([CH2:15]4)[CH2:13]2)[CH2:19]3)[CH:11]=[CH:10][CH:9]=[CH:8][CH:7]=1.C([O-])([O-])=O.[K+].[K+].